The task is: Predict the reaction yield, written as a fraction of the theoretical maximum amount of product (1.0 means a 100% yield; for example, 0.34 means a 34% yield).. This data is from Reaction yield outcomes from USPTO patents with 853,638 reactions. (1) The reactants are [NH2:1][C:2]1[C:7]([CH2:8][OH:9])=[CH:6][CH:5]=[C:4]([CH2:10][O:11][CH3:12])[N:3]=1. The catalyst is [O-2].[O-2].[Mn+4].C(Cl)Cl. The product is [NH2:1][C:2]1[C:7]([CH:8]=[O:9])=[CH:6][CH:5]=[C:4]([CH2:10][O:11][CH3:12])[N:3]=1. The yield is 0.810. (2) The reactants are [NH:1]1[C:10]2[C:5](=[CH:6][CH:7]=[CH:8][CH:9]=2)[CH:4]=[CH:3][CH:2]1[C:11]([NH2:13])=[O:12].C1C2C(=CC=CC=2)C=CN1. No catalyst specified. The product is [CH:2]1([C:11]([NH2:13])=[O:12])[C:3]2[C:8](=[CH:7][CH:6]=[CH:5][CH:4]=2)[CH:9]=[CH:10][NH:1]1. The yield is 0.500.